From a dataset of Reaction yield outcomes from USPTO patents with 853,638 reactions. Predict the reaction yield, written as a fraction of the theoretical maximum amount of product (1.0 means a 100% yield; for example, 0.34 means a 34% yield). The reactants are [Si:1]([O:8][CH:9]([CH:28]1[CH2:37][CH2:36][C:35]2[C:30](=[CH:31][CH:32]=[C:33]([C:38]3[CH:43]=[CH:42][CH:41]=[CH:40][CH:39]=3)[CH:34]=2)[CH2:29]1)[C:10]1[O:11][C:12]([Sn](CCCC)(CCCC)CCCC)=[CH:13][N:14]=1)([C:4]([CH3:7])([CH3:6])[CH3:5])([CH3:3])[CH3:2].Br[C:45]1[N:50]=[C:49]([C:51]([O:53][CH3:54])=[O:52])[CH:48]=[CH:47][CH:46]=1. No catalyst specified. The product is [Si:1]([O:8][CH:9]([CH:28]1[CH2:37][CH2:36][C:35]2[C:30](=[CH:31][CH:32]=[C:33]([C:38]3[CH:43]=[CH:42][CH:41]=[CH:40][CH:39]=3)[CH:34]=2)[CH2:29]1)[C:10]1[O:11][C:12]([C:45]2[N:50]=[C:49]([C:51]([O:53][CH3:54])=[O:52])[CH:48]=[CH:47][CH:46]=2)=[CH:13][N:14]=1)([C:4]([CH3:7])([CH3:5])[CH3:6])([CH3:3])[CH3:2]. The yield is 0.800.